This data is from NCI-60 drug combinations with 297,098 pairs across 59 cell lines. The task is: Regression. Given two drug SMILES strings and cell line genomic features, predict the synergy score measuring deviation from expected non-interaction effect. (1) Drug 1: C1C(C(OC1N2C=NC3=C2NC=NCC3O)CO)O. Drug 2: N.N.Cl[Pt+2]Cl. Cell line: RPMI-8226. Synergy scores: CSS=48.6, Synergy_ZIP=-1.82, Synergy_Bliss=-1.58, Synergy_Loewe=7.07, Synergy_HSA=3.75. (2) Drug 1: CC1OCC2C(O1)C(C(C(O2)OC3C4COC(=O)C4C(C5=CC6=C(C=C35)OCO6)C7=CC(=C(C(=C7)OC)O)OC)O)O. Drug 2: C1=NC2=C(N=C(N=C2N1C3C(C(C(O3)CO)O)O)F)N. Cell line: NCI-H322M. Synergy scores: CSS=6.46, Synergy_ZIP=-0.877, Synergy_Bliss=3.32, Synergy_Loewe=-0.522, Synergy_HSA=1.19. (3) Drug 1: C1=CC(=CC=C1CCCC(=O)O)N(CCCl)CCCl. Drug 2: CC1=C2C(C(=O)C3(C(CC4C(C3C(C(C2(C)C)(CC1OC(=O)C(C(C5=CC=CC=C5)NC(=O)C6=CC=CC=C6)O)O)OC(=O)C7=CC=CC=C7)(CO4)OC(=O)C)O)C)OC(=O)C. Cell line: SW-620. Synergy scores: CSS=38.8, Synergy_ZIP=-13.1, Synergy_Bliss=-6.81, Synergy_Loewe=-10.3, Synergy_HSA=-4.32. (4) Drug 1: C1=NC2=C(N1)C(=S)N=CN2. Drug 2: C1CC(=O)NC(=O)C1N2C(=O)C3=CC=CC=C3C2=O. Cell line: U251. Synergy scores: CSS=33.7, Synergy_ZIP=6.14, Synergy_Bliss=9.02, Synergy_Loewe=-21.4, Synergy_HSA=5.54. (5) Drug 1: CCCCC(=O)OCC(=O)C1(CC(C2=C(C1)C(=C3C(=C2O)C(=O)C4=C(C3=O)C=CC=C4OC)O)OC5CC(C(C(O5)C)O)NC(=O)C(F)(F)F)O. Drug 2: C#CCC(CC1=CN=C2C(=N1)C(=NC(=N2)N)N)C3=CC=C(C=C3)C(=O)NC(CCC(=O)O)C(=O)O. Cell line: IGROV1. Synergy scores: CSS=34.4, Synergy_ZIP=2.23, Synergy_Bliss=2.56, Synergy_Loewe=2.42, Synergy_HSA=2.20.